From a dataset of Full USPTO retrosynthesis dataset with 1.9M reactions from patents (1976-2016). Predict the reactants needed to synthesize the given product. Given the product [CH3:7][O:8][C:9]([C:11]1[C:19]2[C:14](=[CH:15][CH:16]=[C:17]([CH3:20])[CH:18]=2)[N:13]([C:22]2[C:31]3[C:26](=[CH:27][CH:28]=[CH:29][CH:30]=3)[CH:25]=[CH:24][N:23]=2)[CH:12]=1)=[O:10], predict the reactants needed to synthesize it. The reactants are: C(=O)([O-])[O-].[K+].[K+].[CH3:7][O:8][C:9]([C:11]1[C:19]2[C:14](=[CH:15][CH:16]=[C:17]([CH3:20])[CH:18]=2)[NH:13][CH:12]=1)=[O:10].Cl[C:22]1[C:31]2[C:26](=[CH:27][CH:28]=[CH:29][CH:30]=2)[CH:25]=[CH:24][N:23]=1.